This data is from Full USPTO retrosynthesis dataset with 1.9M reactions from patents (1976-2016). The task is: Predict the reactants needed to synthesize the given product. (1) Given the product [F:1][C:2]([F:18])([F:19])[C:3]1[CH:4]=[C:5]([CH:15]=[CH:16][CH:17]=1)[O:6][C:7]1[CH:8]=[C:9]([CH:10]=[CH:11][CH:12]=1)[C:13]([OH:22])=[O:14], predict the reactants needed to synthesize it. The reactants are: [F:1][C:2]([F:19])([F:18])[C:3]1[CH:4]=[C:5]([CH:15]=[CH:16][CH:17]=1)[O:6][C:7]1[CH:8]=[C:9]([CH:13]=[O:14])[CH:10]=[CH:11][CH:12]=1.CC(C)=[O:22].OS(O)(=O)=O.O=[Cr](=O)=O.C(O)(C)C. (2) Given the product [C:1]([NH:5][S:6]([C:9]1([CH2:12][OH:13])[CH2:10][CH2:11]1)(=[O:8])=[O:7])([CH3:4])([CH3:3])[CH3:2], predict the reactants needed to synthesize it. The reactants are: [C:1]([NH:5][S:6]([C:9]1([CH:12]=[O:13])[CH2:11][CH2:10]1)(=[O:8])=[O:7])([CH3:4])([CH3:3])[CH3:2].[BH4-].[Na+]. (3) The reactants are: [F:1][C:2]1([F:26])[CH2:8][N:7]([C:9]2[N:13]([CH3:14])[N:12]=[CH:11][C:10]=2[N+:15]([O-:17])=[O:16])[CH2:6][CH2:5][CH:4]([NH:18][C:19](=[O:25])[O:20][C:21]([CH3:24])([CH3:23])[CH3:22])[CH2:3]1.[CH3:27][Si](C)(C)[N-][Si](C)(C)C.[Li+].IC.O. Given the product [F:26][C:2]1([F:1])[CH2:8][N:7]([C:9]2[N:13]([CH3:14])[N:12]=[CH:11][C:10]=2[N+:15]([O-:17])=[O:16])[CH2:6][CH2:5][CH:4]([N:18]([CH3:27])[C:19](=[O:25])[O:20][C:21]([CH3:23])([CH3:22])[CH3:24])[CH2:3]1, predict the reactants needed to synthesize it. (4) Given the product [CH3:17][O:16][C:8]1[CH:9]=[C:10]([NH2:15])[CH:11]=[C:12]([O:13][CH3:14])[C:7]=1[C:18]1[CH:23]=[CH:22][CH:21]=[CH:20][CH:19]=1, predict the reactants needed to synthesize it. The reactants are: CN(C=O)C.Br[C:7]1[C:12]([O:13][CH3:14])=[CH:11][C:10]([NH2:15])=[CH:9][C:8]=1[O:16][CH3:17].[C:18]1(B(O)O)[CH:23]=[CH:22][CH:21]=[CH:20][CH:19]=1.P([O-])([O-])([O-])=O.[K+].[K+].[K+]. (5) The reactants are: [C:1](=[O:4])([O-:3])[O-:2].[C:5]([OH:10])(=[O:9])[C:6]([OH:8])=[O:7]. Given the product [C:5]([OH:10])(=[O:9])[C:6]([OH:8])=[O:7].[C:1](=[O:2])([OH:4])[OH:3], predict the reactants needed to synthesize it. (6) The reactants are: [CH2:1]([C:3]1[CH:8]=[C:7]([N+]([O-])=O)[CH:6]=[CH:5][N+:4]=1[O-:12])[CH3:2].C(O)(=O)C.[OH-].[Na+].CCOC(C)=O.CCCCCCC.[BrH:32]. Given the product [Br:32][C:7]1[CH:6]=[CH:5][N+:4]([O-:12])=[C:3]([CH2:1][CH3:2])[CH:8]=1, predict the reactants needed to synthesize it.